This data is from Full USPTO retrosynthesis dataset with 1.9M reactions from patents (1976-2016). The task is: Predict the reactants needed to synthesize the given product. (1) Given the product [F:1][C:2]1[CH:10]=[CH:9][C:5]([C:6]([N:15]([CH2:14][C:13]2[CH:23]=[C:24]([C:27]3[CH:28]=[C:29]4[C:33](=[CH:34][CH:35]=3)[NH:32][CH:31]=[CH:30]4)[CH:25]=[CH:26][C:12]=2[F:11])[CH2:16][CH2:17][N:18]2[CH2:22][CH2:21][CH2:20][CH2:19]2)=[O:7])=[CH:4][CH:3]=1, predict the reactants needed to synthesize it. The reactants are: [F:1][C:2]1[CH:10]=[CH:9][C:5]([C:6](Cl)=[O:7])=[CH:4][CH:3]=1.[F:11][C:12]1[CH:26]=[CH:25][C:24]([C:27]2[CH:28]=[C:29]3[C:33](=[CH:34][CH:35]=2)[NH:32][CH:31]=[CH:30]3)=[CH:23][C:13]=1[CH2:14][NH:15][CH2:16][CH2:17][N:18]1[CH2:22][CH2:21][CH2:20][CH2:19]1.C(N(CC)CC)C. (2) Given the product [F:18][C:19]1[CH:24]=[CH:23][C:22]([NH:25][C:26]([N:9]2[CH:8]([C:5]3[CH:6]=[CH:7][C:2]([F:1])=[CH:3][CH:4]=3)[C:17]3[N:16]=[CH:15][CH:14]=[CH:13][C:12]=3[CH2:11][CH2:10]2)=[O:27])=[CH:21][CH:20]=1, predict the reactants needed to synthesize it. The reactants are: [F:1][C:2]1[CH:7]=[CH:6][C:5]([CH:8]2[C:17]3[N:16]=[CH:15][CH:14]=[CH:13][C:12]=3[CH2:11][CH2:10][NH:9]2)=[CH:4][CH:3]=1.[F:18][C:19]1[CH:24]=[CH:23][C:22]([N:25]=[C:26]=[O:27])=[CH:21][CH:20]=1. (3) Given the product [Br:1][C:2]1[CH:7]=[CH:6][C:5]([CH2:8][CH2:9][OH:10])=[C:4]([CH2:11][CH3:13])[CH:3]=1, predict the reactants needed to synthesize it. The reactants are: [Br:1][C:2]1[CH:7]=[CH:6][C:5]([CH2:8][CH2:9][OH:10])=[C:4]([CH3:11])[CH:3]=1.Br[C:13]1C=CC(C=C)=C(CC)C=1.B1C2CCCC1CCC2. (4) The reactants are: Cl[C:2]([O:4][CH3:5])=[O:3].[C:6]([C:8]1[CH:9]=[C:10]([NH:14][C:15]([C:17]2[CH:18]=[C:19]([C:24]3[CH:29]=[CH:28][C:27]([F:30])=[CH:26][C:25]=3[F:31])[CH:20]=[CH:21]C=2O)=[O:16])[CH:11]=[CH:12][CH:13]=1)#[N:7].Cl. Given the product [F:31][C:25]1[CH:26]=[C:27]([F:30])[CH:28]=[CH:29][C:24]=1[C:19]1[CH:20]=[CH:21][C:5]2[O:4][C:2](=[O:3])[N:14]([C:10]3[CH:9]=[C:8]([CH:13]=[CH:12][CH:11]=3)[C:6]#[N:7])[C:15](=[O:16])[C:17]=2[CH:18]=1, predict the reactants needed to synthesize it.